Dataset: Reaction yield outcomes from USPTO patents with 853,638 reactions. Task: Predict the reaction yield, written as a fraction of the theoretical maximum amount of product (1.0 means a 100% yield; for example, 0.34 means a 34% yield). (1) The reactants are CC1(C)[C@@H:6]([CH2:7][C:8]([OH:10])=[O:9])[C:5](=[O:11])OO1.[C:13]([O:19]C(Cl)=O)(=O)[CH2:14]C(C)C.[CH2:23](N(CC)CC)C.[CH2:30]([SH:32])[CH3:31]. The catalyst is CCOCC.C(Cl)Cl. The product is [CH3:23][C:13]1([CH3:14])[O:19][C@H:7]([CH2:6][C:5](=[O:11])[S:32][CH2:30][CH3:31])[C:8](=[O:9])[O:10]1. The yield is 0.820. (2) The reactants are C(N(CC)CC)C.[F:8][C:9]1[CH:10]=[C:11]2[C:15](=[CH:16][CH:17]=1)[N:14](C(OC(C)(C)C)=O)[CH:13]=[C:12]2[CH:25]=[O:26].[CH:27](=[N:34][C:35]1[CH:40]=[CH:39][CH:38]=[C:37]([O:41][CH3:42])[CH:36]=1)[C:28]1[CH:33]=[CH:32][CH:31]=[CH:30][CH:29]=1. The catalyst is [Cl-].C([N+]1C(C)=C(CCO)SC=1)C1C=CC=CC=1.C(O)C. The product is [F:8][C:9]1[CH:10]=[C:11]2[C:15](=[CH:16][CH:17]=1)[NH:14][CH:13]=[C:12]2[C:25](=[O:26])[CH:27]([NH:34][C:35]1[CH:40]=[CH:39][CH:38]=[C:37]([O:41][CH3:42])[CH:36]=1)[C:28]1[CH:29]=[CH:30][CH:31]=[CH:32][CH:33]=1. The yield is 0.110. (3) The reactants are [F:1][C:2]1[CH:7]=[CH:6][C:5]([N:8]2[C:16]3[C:11](=[CH:12][C:13]([C:17](O)([CH2:25][CH:26]([CH3:28])[CH3:27])[C:18]([CH3:24])([CH3:23])[C:19]([O:21][CH3:22])=[O:20])=[CH:14][CH:15]=3)[CH:10]=[N:9]2)=[CH:4][CH:3]=1.OS(O)(=O)=O. The catalyst is CO.O. The product is [F:1][C:2]1[CH:3]=[CH:4][C:5]([N:8]2[C:16]3[C:11](=[CH:12][C:13](/[C:17](=[CH:25]\[CH:26]([CH3:28])[CH3:27])/[C:18]([CH3:23])([CH3:24])[C:19]([O:21][CH3:22])=[O:20])=[CH:14][CH:15]=3)[CH:10]=[N:9]2)=[CH:6][CH:7]=1. The yield is 0.820.